Dataset: Full USPTO retrosynthesis dataset with 1.9M reactions from patents (1976-2016). Task: Predict the reactants needed to synthesize the given product. Given the product [CH2:1]([N:8]1[CH2:12][CH2:11][CH:10]([O:13][C:14]2[CH:19]=[C:18]([F:20])[CH:17]=[CH:16][C:15]=2[C:25]2[CH:26]=[CH:27][N:22]=[CH:23][CH:24]=2)[CH2:9]1)[C:2]1[CH:7]=[CH:6][CH:5]=[CH:4][CH:3]=1, predict the reactants needed to synthesize it. The reactants are: [CH2:1]([N:8]1[CH2:12][CH2:11][CH:10]([O:13][C:14]2[CH:19]=[C:18]([F:20])[CH:17]=[CH:16][C:15]=2Br)[CH2:9]1)[C:2]1[CH:7]=[CH:6][CH:5]=[CH:4][CH:3]=1.[N:22]1[CH:27]=[CH:26][C:25](B(O)O)=[CH:24][CH:23]=1.C(=O)([O-])[O-].[K+].[K+].COCCOC.